From a dataset of Catalyst prediction with 721,799 reactions and 888 catalyst types from USPTO. Predict which catalyst facilitates the given reaction. Reactant: [Cl:1][C:2]1[C:11]2[C:6](=[CH:7][CH:8]=[CH:9][CH:10]=2)[N:5]=[C:4]([C:12]2[CH:17]=[C:16]([OH:18])[CH:15]=[CH:14][C:13]=2[OH:19])[N:3]=1.[C:20](OC(=O)C)(=[O:22])[CH3:21].N1C=CC=CC=1. Product: [Cl:1][C:2]1[C:11]2[C:6](=[CH:7][CH:8]=[CH:9][CH:10]=2)[N:5]=[C:4]([C:12]2[CH:17]=[C:16]([O:18][C:20](=[O:22])[CH3:21])[CH:15]=[CH:14][C:13]=2[OH:19])[N:3]=1. The catalyst class is: 4.